This data is from Reaction yield outcomes from USPTO patents with 853,638 reactions. The task is: Predict the reaction yield, written as a fraction of the theoretical maximum amount of product (1.0 means a 100% yield; for example, 0.34 means a 34% yield). (1) The reactants are Cl[C:2]1[CH:7]=[C:6]([O:8][C:9]2[CH:10]=[CH:11][C:12]([NH:15][C:16]([NH:18][C:19](=[O:25])[C:20]([O:23][CH3:24])([CH3:22])[CH3:21])=[O:17])=[N:13][CH:14]=2)[CH:5]=[CH:4][N:3]=1.[CH2:26]([N:28]1[CH:32]=[C:31](B2OC(C)(C)C(C)(C)O2)[CH:30]=[N:29]1)[CH3:27].C([O-])([O-])=O.[K+].[K+]. The product is [CH2:26]([N:28]1[CH:32]=[C:31]([C:2]2[CH:7]=[C:6]([O:8][C:9]3[CH:10]=[CH:11][C:12]([NH:15][C:16]([NH:18][C:19](=[O:25])[C:20]([O:23][CH3:24])([CH3:22])[CH3:21])=[O:17])=[N:13][CH:14]=3)[CH:5]=[CH:4][N:3]=2)[CH:30]=[N:29]1)[CH3:27]. The yield is 0.280. The catalyst is O1CCOCC1.O.C1C=CC([P]([Pd]([P](C2C=CC=CC=2)(C2C=CC=CC=2)C2C=CC=CC=2)([P](C2C=CC=CC=2)(C2C=CC=CC=2)C2C=CC=CC=2)[P](C2C=CC=CC=2)(C2C=CC=CC=2)C2C=CC=CC=2)(C2C=CC=CC=2)C2C=CC=CC=2)=CC=1. (2) The reactants are [C:1]([O:5][C:6]([N:8]1[CH2:11][CH:10]([CH2:12][NH:13][CH3:14])[CH2:9]1)=[O:7])([CH3:4])([CH3:3])[CH3:2].[O:15]1[CH2:18][C:17](=O)[CH2:16]1.C(O[BH-](OC(=O)C)OC(=O)C)(=O)C.[Na+]. The catalyst is ClCCl.O. The product is [C:1]([O:5][C:6]([N:8]1[CH2:11][CH:10]([CH2:12][N:13]([CH3:14])[CH:17]2[CH2:16][O:15][CH2:18]2)[CH2:9]1)=[O:7])([CH3:4])([CH3:3])[CH3:2]. The yield is 0.690. (3) The reactants are [CH3:1][C@H:2]1[C:10]2[C:9](O)=[N:8][CH:7]=[N:6][C:5]=2[CH2:4][CH2:3]1.O=P(Cl)(Cl)[Cl:14]. No catalyst specified. The product is [Cl:14][C:9]1[C:10]2[C@H:2]([CH3:1])[CH2:3][CH2:4][C:5]=2[N:6]=[CH:7][N:8]=1. The yield is 0.490. (4) The reactants are [F:1][C:2]([F:31])([F:30])[C:3]1[CH:4]=[C:5]([NH:9][C:10](=[O:29])[NH:11][C:12]2[CH:17]=[CH:16][C:15]([C:18]3[S:22][C:21]([CH2:23][CH2:24]C(OC)=O)=[N:20][CH:19]=3)=[CH:14][CH:13]=2)[CH:6]=[CH:7][CH:8]=1.NC1C=CC(C2SC(CC[CH2:46][C:47]([O:49][CH3:50])=[O:48])=NC=2)=CC=1.N(C1C=CC=C(C(F)(F)F)C=1)=C=O. No catalyst specified. The product is [F:30][C:2]([F:1])([F:31])[C:3]1[CH:4]=[C:5]([NH:9][C:10](=[O:29])[NH:11][C:12]2[CH:13]=[CH:14][C:15]([C:18]3[S:22][C:21]([CH2:23][CH2:24][CH2:46][C:47]([O:49][CH3:50])=[O:48])=[N:20][CH:19]=3)=[CH:16][CH:17]=2)[CH:6]=[CH:7][CH:8]=1. The yield is 0.730. (5) The reactants are [CH:1]([C@H:14]1[CH2:19][C@H:18](OS(C)(=O)=O)[CH2:17][CH2:16][O:15]1)([C:8]1[CH:13]=[CH:12][CH:11]=[CH:10][CH:9]=1)[C:2]1[CH:7]=[CH:6][CH:5]=[CH:4][CH:3]=1.[N-:25]=[N+:26]=[N-:27].[Na+]. The catalyst is CN(C=O)C.C(OCC)C. The product is [N:25]([C@H:18]1[CH2:17][CH2:16][O:15][C@@H:14]([CH:1]([C:8]2[CH:13]=[CH:12][CH:11]=[CH:10][CH:9]=2)[C:2]2[CH:7]=[CH:6][CH:5]=[CH:4][CH:3]=2)[CH2:19]1)=[N+:26]=[N-:27]. The yield is 0.827.